Predict the product of the given reaction. From a dataset of Forward reaction prediction with 1.9M reactions from USPTO patents (1976-2016). (1) Given the reactants [Cl:1][C:2]1[CH:3]=[C:4]([C:9]([OH:30])([C:26]([F:29])([F:28])[F:27])/[CH:10]=[CH:11]/[C:12]2[CH:24]=[CH:23][C:15]([C:16]([O:18]C(C)(C)C)=[O:17])=[C:14]([CH3:25])[CH:13]=2)[CH:5]=[C:6]([Cl:8])[CH:7]=1.P(OC1C=CC(C(C)(C)C)=CC=1C(C)(C)C)(OC1C=CC(C(C)(C)C)=CC=1C(C)(C)C)O[C:33]1C=CC(C(C)(C)C)=CC=1C(C)(C)C.[H][H].CC1C=CC(S(O)(=O)=O)=CC=1, predict the reaction product. The product is: [Cl:8][C:6]1[CH:5]=[C:4]([C:9]2([C:26]([F:28])([F:29])[F:27])[CH2:10][C:11]([C:12]3[CH:24]=[CH:23][C:15]([C:16]([OH:18])=[O:17])=[C:14]([CH3:25])[CH:13]=3)=[CH:33][O:30]2)[CH:3]=[C:2]([Cl:1])[CH:7]=1. (2) Given the reactants [F:1][C:2]1[CH:7]=[C:6]([F:8])[CH:5]=[CH:4][C:3]=1[C@:9]12[CH2:18][O:17][C@@H:16]([CH:19]=[C:20]([CH3:22])[CH3:21])[CH2:15][C@H:14]1[CH2:13][S:12][C:11]([NH:23][C:24](=[O:31])[C:25]1[CH:30]=[CH:29][CH:28]=[CH:27][CH:26]=1)=[N:10]2.[H][H], predict the reaction product. The product is: [F:1][C:2]1[CH:7]=[C:6]([F:8])[CH:5]=[CH:4][C:3]=1[C@:9]12[CH2:18][O:17][C@@H:16]([CH2:19][CH:20]([CH3:22])[CH3:21])[CH2:15][C@H:14]1[CH2:13][S:12][C:11]([NH:23][C:24](=[O:31])[C:25]1[CH:26]=[CH:27][CH:28]=[CH:29][CH:30]=1)=[N:10]2. (3) The product is: [CH3:17][C:16]([S:18]([CH:21]1[CH2:22][CH2:23][O:24][CH2:25][CH2:26]1)(=[O:19])=[O:20])([CH3:27])[C:15]([NH:14][C:12]1[O:11][N:10]=[C:9]([C:4]([CH3:8])([C:5](=[O:6])[NH:36][CH3:40])[CH3:3])[CH:13]=1)=[O:28]. Given the reactants CN.[CH3:3][C:4]([C:9]1[CH:13]=[C:12]([NH:14][C:15](=[O:28])[C:16]([CH3:27])([S:18]([CH:21]2[CH2:26][CH2:25][O:24][CH2:23][CH2:22]2)(=[O:20])=[O:19])[CH3:17])[O:11][N:10]=1)([CH3:8])[C:5](O)=[O:6].F[P-](F)(F)(F)(F)F.[N:36]1(OC(N(C)C)=[N+](C)C)[C:40]2N=CC=CC=2N=N1.C(N(CC)C(C)C)(C)C, predict the reaction product. (4) The product is: [C:22]([O:26][C:27]([N:29]1[CH2:38][CH2:37][C:36]2[C:31](=[CH:32][C:33]([CH2:39][CH2:40][N:12]3[C:11](=[O:15])[CH:10]=[C:9]([O:8][CH2:1][C:2]4[CH:7]=[CH:6][CH:5]=[CH:4][CH:3]=4)[CH:14]=[N:13]3)=[CH:34][CH:35]=2)[CH2:30]1)=[O:28])([CH3:25])([CH3:24])[CH3:23]. Given the reactants [CH2:1]([O:8][C:9]1[CH:14]=[N:13][NH:12][C:11](=[O:15])[CH:10]=1)[C:2]1[CH:7]=[CH:6][CH:5]=[CH:4][CH:3]=1.C(=O)([O-])[O-].[Cs+].[Cs+].[C:22]([O:26][C:27]([N:29]1[CH2:38][CH2:37][C:36]2[C:31](=[CH:32][C:33]([CH2:39][CH2:40]I)=[CH:34][CH:35]=2)[CH2:30]1)=[O:28])([CH3:25])([CH3:24])[CH3:23], predict the reaction product. (5) The product is: [F:1][C:2]1([F:10])[CH2:6][CH2:5][CH:4]([C:7]([CH:12]2[C:11](=[O:20])[O:19][C:16]([CH3:18])([CH3:17])[O:15][C:13]2=[O:14])=[O:8])[CH2:3]1. Given the reactants [F:1][C:2]1([F:10])[CH2:6][CH2:5][CH:4]([C:7](Cl)=[O:8])[CH2:3]1.[C:11]1(=[O:20])[O:19][C:16]([CH3:18])([CH3:17])[O:15][C:13](=[O:14])[CH2:12]1.N1C=CC=CC=1, predict the reaction product. (6) Given the reactants C(OC([N:8]1[CH2:13][CH2:12][C:11]([C:15]2[CH:20]=[CH:19][C:18]([Cl:21])=[C:17]([O:22][CH3:23])[CH:16]=2)([OH:14])[CH2:10][CH2:9]1)=O)(C)(C)C.[ClH:24], predict the reaction product. The product is: [Cl:21][C:18]1[CH:19]=[CH:20][C:15]([C:11]2([OH:14])[CH2:12][CH2:13][NH:8][CH2:9][CH2:10]2)=[CH:16][C:17]=1[O:22][CH3:23].[ClH:24].